From a dataset of Full USPTO retrosynthesis dataset with 1.9M reactions from patents (1976-2016). Predict the reactants needed to synthesize the given product. (1) Given the product [CH2:2]([O:11][C:10]1[CH:9]=[C:8]([CH:16]=[CH:15][C:13]=1[O:14][CH3:17])[CH:7]=[O:6])[C:3]#[C:4][CH3:5], predict the reactants needed to synthesize it. The reactants are: Br[CH2:2][C:3]#[C:4][CH3:5].[O:6]=[CH:7][C:8]1[CH:16]=[CH:15][C:13]([OH:14])=[C:10]([O:11]C)[CH:9]=1.[C:17](=O)([O-])[O-].[K+].[K+]. (2) Given the product [Cl:15][C:5]1[C:6]([NH:8][C:9]2[CH:13]=[C:12]([CH3:14])[NH:11][N:10]=2)=[N:7][C:2]([NH:16][C:17]2[CH:18]=[C:19]([CH3:38])[C:20]([CH:24]3[CH2:29][CH2:28][NH:27][CH:26]([CH3:37])[CH2:25]3)=[CH:21][C:22]=2[F:23])=[N:3][CH:4]=1, predict the reactants needed to synthesize it. The reactants are: Cl[C:2]1[N:7]=[C:6]([NH:8][C:9]2[CH:13]=[C:12]([CH3:14])[NH:11][N:10]=2)[C:5]([Cl:15])=[CH:4][N:3]=1.[NH2:16][C:17]1[C:22]([F:23])=[CH:21][C:20]([CH:24]2[CH2:29][CH2:28][N:27](C(OC(C)(C)C)=O)[CH:26]([CH3:37])[CH2:25]2)=[C:19]([CH3:38])[CH:18]=1.Cl. (3) Given the product [CH3:1][C:2]1[CH:11]=[CH:10][C:5]([C:6]([OH:8])=[O:7])=[CH:4][C:3]=1[NH:12][C:13](=[O:28])[C:14]1[CH:19]=[CH:18][C:17]([O:20][CH2:21][C:22]2[CH:27]=[CH:26][CH:25]=[CH:24][N:23]=2)=[CH:16][CH:15]=1, predict the reactants needed to synthesize it. The reactants are: [CH3:1][C:2]1[CH:11]=[CH:10][C:5]([C:6]([O:8]C)=[O:7])=[CH:4][C:3]=1[NH:12][C:13](=[O:28])[C:14]1[CH:19]=[CH:18][C:17]([O:20][CH2:21][C:22]2[CH:27]=[CH:26][CH:25]=[CH:24][N:23]=2)=[CH:16][CH:15]=1.[OH-].[Na+].Cl. (4) Given the product [F:1][C:2]1[CH:3]=[C:4]([C@H:8]2[CH2:12][CH2:11][CH2:10][N:9]2[C:13]2[CH:18]=[CH:17][N:16]3[N:19]=[CH:20][C:21]([C:22]([N:59]4[CH2:60][C:57]([OH:61])([CH3:56])[CH2:58]4)=[O:24])=[C:15]3[N:14]=2)[CH:5]=[N:6][CH:7]=1, predict the reactants needed to synthesize it. The reactants are: [F:1][C:2]1[CH:3]=[C:4]([C@H:8]2[CH2:12][CH2:11][CH2:10][N:9]2[C:13]2[CH:18]=[CH:17][N:16]3[N:19]=[CH:20][C:21]([C:22]([OH:24])=O)=[C:15]3[N:14]=2)[CH:5]=[N:6][CH:7]=1.CN(C(ON1N=NC2C=CC=NC1=2)=[N+](C)C)C.F[P-](F)(F)(F)(F)F.FC(F)(F)C(O)=O.[CH3:56][C:57]1([OH:61])[CH2:60][NH:59][CH2:58]1.CCN(C(C)C)C(C)C. (5) Given the product [O:21]1[CH:25]=[CH:24][C:23]([CH2:15][O:14][C:3]2[CH:4]=[C:5]([NH:8][C:9]3[S:10][CH:11]=[CH:12][N:13]=3)[CH:6]=[CH:7][C:2]=2[CH3:1])=[CH:22]1, predict the reactants needed to synthesize it. The reactants are: [CH3:1][C:2]1[CH:7]=[CH:6][C:5]([NH:8][C:9]2[S:10][CH:11]=[CH:12][N:13]=2)=[CH:4][C:3]=1[OH:14].[C:15]([O-])([O-])=O.[Cs+].[Cs+].[O:21]1[CH:25]=[CH:24][CH:23]=[C:22]1CBr.CCOCC.